This data is from Forward reaction prediction with 1.9M reactions from USPTO patents (1976-2016). The task is: Predict the product of the given reaction. (1) Given the reactants [CH3:1][O:2][C:3]1[CH:4]=[C:5]([CH:20]=[CH:21][C:22]=1[O:23][CH3:24])[C:6]([N:8]1[C:17]2[C:12](=[CH:13][CH:14]=[CH:15][CH:16]=2)[C@H:11](O)[CH2:10][C@@H:9]1[CH3:19])=[O:7].[S:25]1[C:30]2[CH:31]=[CH:32][CH:33]=[CH:34][C:29]=2[NH:28][CH2:27][CH2:26]1, predict the reaction product. The product is: [CH3:1][O:2][C:3]1[CH:4]=[C:5]([CH:20]=[CH:21][C:22]=1[O:23][CH3:24])[C:6]([N:8]1[C:17]2[C:12](=[CH:13][CH:14]=[CH:15][CH:16]=2)[CH:11]([N:28]2[C:29]3[CH:34]=[CH:33][CH:32]=[CH:31][C:30]=3[S:25][CH2:26][CH2:27]2)[CH2:10][CH:9]1[CH3:19])=[O:7]. (2) The product is: [CH3:1][C:2]([CH3:7])([CH3:6])[CH2:3][CH2:4][NH:5][C:11]([C:13]1[S:14][C:15]([N:18]2[CH2:19][CH2:20][N:21]([C:24](=[O:35])[C:25]3[CH:30]=[CH:29][CH:28]=[CH:27][C:26]=3[C:31]([F:34])([F:33])[F:32])[CH2:22][CH2:23]2)=[N:16][N:17]=1)=[O:10]. Given the reactants [CH3:1][C:2]([CH3:7])([CH3:6])[CH2:3][CH2:4][NH2:5].C([O:10][C:11]([C:13]1[S:14][C:15]([N:18]2[CH2:23][CH2:22][N:21]([C:24](=[O:35])[C:25]3[CH:30]=[CH:29][CH:28]=[CH:27][C:26]=3[C:31]([F:34])([F:33])[F:32])[CH2:20][CH2:19]2)=[N:16][N:17]=1)=O)C, predict the reaction product. (3) The product is: [NH2:1][C:2]1[CH:7]=[CH:6][C:5]([Cl:8])=[CH:4][C:3]=1[CH:9]([C:11]1[CH:16]=[CH:15][CH:14]=[C:13]([O:17][CH3:18])[C:12]=1[CH3:19])[OH:10]. Given the reactants [NH2:1][C:2]1[CH:7]=[CH:6][C:5]([Cl:8])=[CH:4][C:3]=1[C:9]([C:11]1[CH:16]=[CH:15][CH:14]=[C:13]([O:17][CH3:18])[C:12]=1[CH3:19])=[O:10].[BH4-].[Na+].O, predict the reaction product. (4) Given the reactants [O:1]1[CH2:6][CH2:5][CH2:4][CH2:3][CH:2]1[O:7][CH2:8][CH2:9][S:10][C:11]1[CH:16]=[CH:15][CH:14]=[CH:13][C:12]=1[C:17]1[N:21]2[CH:22]=[C:23]([O:26][C@@H:27]3[C:36]4[C:31](=[CH:32][CH:33]=[CH:34][CH:35]=4)[C@@H:30]([NH2:37])[CH2:29][CH2:28]3)[CH:24]=[CH:25][C:20]2=[N:19][N:18]=1.CCN(C(C)C)C(C)C.[C:47]([C:51]1[CH:55]=[C:54]([NH:56][C:57](=O)[O:58]CC(Cl)(Cl)Cl)[N:53]([C:65]2[CH:70]=[CH:69][C:68]([CH3:71])=[CH:67][CH:66]=2)[N:52]=1)([CH3:50])([CH3:49])[CH3:48], predict the reaction product. The product is: [C:47]([C:51]1[CH:55]=[C:54]([NH:56][C:57]([NH:37][C@@H:30]2[C:31]3[C:36](=[CH:35][CH:34]=[CH:33][CH:32]=3)[C@@H:27]([O:26][C:23]3[CH:24]=[CH:25][C:20]4[N:21]([C:17]([C:12]5[CH:13]=[CH:14][CH:15]=[CH:16][C:11]=5[S:10][CH2:9][CH2:8][O:7][CH:2]5[CH2:3][CH2:4][CH2:5][CH2:6][O:1]5)=[N:18][N:19]=4)[CH:22]=3)[CH2:28][CH2:29]2)=[O:58])[N:53]([C:65]2[CH:70]=[CH:69][C:68]([CH3:71])=[CH:67][CH:66]=2)[N:52]=1)([CH3:50])([CH3:48])[CH3:49]. (5) Given the reactants Br[C:2]1[CH:3]=[C:4]2[C:9](=[CH:10][CH:11]=1)[O:8][C:7]([CH3:13])([CH3:12])[CH2:6][C:5]2([CH3:15])[CH3:14].O1CCCC1.C([Li])(C)(C)C.CCCCC.C([O:33][C:34](=[O:59])C1C=CC(C#CC2C=CC3C(NC4CC4)CCC(C)(C)C=3C=2)=CC=1)C, predict the reaction product. The product is: [CH3:12][C:7]1([CH3:13])[CH2:6][C:5]([CH3:15])([CH3:14])[C:4]2[C:9](=[CH:10][CH:11]=[C:2]([C:34]([OH:59])=[O:33])[CH:3]=2)[O:8]1. (6) The product is: [Cl:16][C:17]1[CH:22]=[CH:21][C:20]([C@H:23]2[N:27]3[C:26]([S:28][C:2]([C:3]([O:5][CH2:6][CH3:7])=[O:4])=[C:8]3[CH:9]([CH3:11])[CH3:10])=[N:25][C@:24]2([C:30]2[CH:31]=[N:32][C:33]([Cl:36])=[CH:34][CH:35]=2)[CH3:29])=[CH:19][C:18]=1[F:37]. Given the reactants Cl[CH:2]([C:8](=O)[CH:9]([CH3:11])[CH3:10])[C:3]([O:5][CH2:6][CH3:7])=[O:4].C(O)C.[Cl:16][C:17]1[CH:22]=[CH:21][C:20]([C@H:23]2[NH:27][C:26](=[S:28])[NH:25][C@:24]2([C:30]2[CH:31]=[N:32][C:33]([Cl:36])=[CH:34][CH:35]=2)[CH3:29])=[CH:19][C:18]=1[F:37], predict the reaction product. (7) Given the reactants [Cl:1][C:2]1[S:6][C:5]([C:7]([NH:9][CH2:10][C:11]2[N:12]=[N:13][N:14]([C:16]3[CH:21]=[CH:20][C:19](I)=[CH:18][CH:17]=3)[CH:15]=2)=[O:8])=[CH:4][CH:3]=1.[CH3:23][N:24]1[CH2:30][CH2:29][CH2:28][NH:27][CH2:26][CH2:25]1.C(O)CO.P([O-])([O-])([O-])=O.[K+].[K+].[K+], predict the reaction product. The product is: [Cl:1][C:2]1[S:6][C:5]([C:7]([NH:9][CH2:10][C:11]2[N:12]=[N:13][N:14]([C:16]3[CH:21]=[CH:20][C:19]([N:27]4[CH2:28][CH2:29][CH2:30][N:24]([CH3:23])[CH2:25][CH2:26]4)=[CH:18][CH:17]=3)[CH:15]=2)=[O:8])=[CH:4][CH:3]=1. (8) The product is: [C:12]([O:16][C:17]([N:7]1[C:8]2[C:4](=[CH:3][C:2]([Br:1])=[CH:10][CH:9]=2)[C:5]([CH3:11])=[N:6]1)=[O:18])([CH3:15])([CH3:14])[CH3:13]. Given the reactants [Br:1][C:2]1[CH:3]=[C:4]2[C:8](=[CH:9][CH:10]=1)[NH:7][N:6]=[C:5]2[CH3:11].[C:12]([O:16][C:17](O[C:17]([O:16][C:12]([CH3:15])([CH3:14])[CH3:13])=[O:18])=[O:18])([CH3:15])([CH3:14])[CH3:13], predict the reaction product. (9) The product is: [CH3:24][O:23][C:21]([N:17]1[CH2:18][CH2:19][NH:20][C:16]1=[N:1][C:2]1[CH:3]=[C:4]([C:12]#[N:13])[C:5]2[NH:9][CH:8]=[N:7][C:6]=2[C:10]=1[CH3:11])=[O:22]. Given the reactants [NH2:1][C:2]1[CH:3]=[C:4]([C:12]#[N:13])[C:5]2[N:9]=[CH:8][NH:7][C:6]=2[C:10]=1[CH3:11].CS[C:16]1[N:17]([C:21]([O:23][CH3:24])=[O:22])[CH2:18][CH2:19][N:20]=1.[OH-].[Na+], predict the reaction product.